This data is from NCI-60 drug combinations with 297,098 pairs across 59 cell lines. The task is: Regression. Given two drug SMILES strings and cell line genomic features, predict the synergy score measuring deviation from expected non-interaction effect. (1) Cell line: HCT-15. Synergy scores: CSS=29.3, Synergy_ZIP=-0.409, Synergy_Bliss=0.241, Synergy_Loewe=-4.65, Synergy_HSA=-1.89. Drug 1: C1C(C(OC1N2C=NC3=C(N=C(N=C32)Cl)N)CO)O. Drug 2: CCC1(CC2CC(C3=C(CCN(C2)C1)C4=CC=CC=C4N3)(C5=C(C=C6C(=C5)C78CCN9C7C(C=CC9)(C(C(C8N6C)(C(=O)OC)O)OC(=O)C)CC)OC)C(=O)OC)O.OS(=O)(=O)O. (2) Drug 1: CC12CCC3C(C1CCC2NC(=O)OCC(F)(F)F)CCC4C3(C=CC(=O)N4C)C. Drug 2: CC1=C(C(=CC=C1)Cl)NC(=O)C2=CN=C(S2)NC3=CC(=NC(=N3)C)N4CCN(CC4)CCO. Cell line: UACC62. Synergy scores: CSS=10.7, Synergy_ZIP=-1.78, Synergy_Bliss=0.462, Synergy_Loewe=-7.35, Synergy_HSA=-0.350. (3) Drug 1: CCN(CC)CCNC(=O)C1=C(NC(=C1C)C=C2C3=C(C=CC(=C3)F)NC2=O)C. Drug 2: COCCOC1=C(C=C2C(=C1)C(=NC=N2)NC3=CC=CC(=C3)C#C)OCCOC.Cl. Cell line: MDA-MB-231. Synergy scores: CSS=-0.0780, Synergy_ZIP=0.964, Synergy_Bliss=2.87, Synergy_Loewe=-3.72, Synergy_HSA=-3.31.